Task: Predict the reaction yield, written as a fraction of the theoretical maximum amount of product (1.0 means a 100% yield; for example, 0.34 means a 34% yield).. Dataset: Reaction yield outcomes from USPTO patents with 853,638 reactions (1) The reactants are [N+:1]([C:4]1[CH:9]=[CH:8][C:7](I)=[CH:6][CH:5]=1)([O-:3])=[O:2].[CH2:11](C([Sn])=C(CCCC)CCCC)[CH2:12]CC.C(=O)([O-])[O-].[K+].[K+]. The catalyst is C(O)C. The product is [N+:1]([C:4]1[CH:9]=[CH:8][C:7]([CH:11]=[CH2:12])=[CH:6][CH:5]=1)([O-:3])=[O:2]. The yield is 0.900. (2) The reactants are C(OC([N:11]1[CH2:16][CH2:15][C:14]2[N:17]=[C:18]([C:29]3[CH:34]=[CH:33][CH:32]=[CH:31][N:30]=3)[N:19]([CH2:20][C:21]3[CH:26]=[CH:25][C:24]([O:27][CH3:28])=[CH:23][CH:22]=3)[C:13]=2[CH2:12]1)=O)C1C=CC=CC=1. The catalyst is C(O)C.[OH-].[OH-].[Pd+2]. The product is [CH3:28][O:27][C:24]1[CH:23]=[CH:22][C:21]([CH2:20][N:19]2[C:13]3[CH2:12][NH:11][CH2:16][CH2:15][C:14]=3[N:17]=[C:18]2[C:29]2[CH:34]=[CH:33][CH:32]=[CH:31][N:30]=2)=[CH:26][CH:25]=1. The yield is 0.590.